Dataset: Forward reaction prediction with 1.9M reactions from USPTO patents (1976-2016). Task: Predict the product of the given reaction. Given the reactants [C:1]([N:4]1[CH2:9][CH2:8][N:7]([C:10]2[CH:15]=[CH:14][C:13]([NH:16][C:17]3[N:22]=[C:21]([NH:23][CH2:24][CH:25]4[CH2:30][CH2:29][N:28](C(OC(C)(C)C)=O)[CH2:27][CH2:26]4)[C:20]([C:38](=[O:40])[NH2:39])=[CH:19][N:18]=3)=[CH:12][CH:11]=2)[CH2:6][CH2:5]1)(=[O:3])[CH3:2], predict the reaction product. The product is: [C:1]([N:4]1[CH2:5][CH2:6][N:7]([C:10]2[CH:11]=[CH:12][C:13]([NH:16][C:17]3[N:22]=[C:21]([NH:23][CH2:24][CH:25]4[CH2:30][CH2:29][NH:28][CH2:27][CH2:26]4)[C:20]([C:38]([NH2:39])=[O:40])=[CH:19][N:18]=3)=[CH:14][CH:15]=2)[CH2:8][CH2:9]1)(=[O:3])[CH3:2].